This data is from Forward reaction prediction with 1.9M reactions from USPTO patents (1976-2016). The task is: Predict the product of the given reaction. (1) Given the reactants [C:1]([C:4]1[CH:5]=[CH:6][C:7]([C:13]([CH:15]2[CH2:18][N:17]([C:19]([O:21][C:22]([CH3:25])([CH3:24])[CH3:23])=[O:20])[CH2:16]2)=[CH2:14])=[C:8]2[C:12]=1[NH:11][CH:10]=[CH:9]2)(=[O:3])[NH2:2].C(C1C=CC(C(=C2CN(C(OC(C)(C)C)=O)C2)C)=C2C=1NC=C2)(=O)N.[H][H], predict the reaction product. The product is: [C:1]([C:4]1[CH:5]=[CH:6][C:7]([CH:13]([CH:15]2[CH2:18][N:17]([C:19]([O:21][C:22]([CH3:23])([CH3:25])[CH3:24])=[O:20])[CH2:16]2)[CH3:14])=[C:8]2[C:12]=1[NH:11][CH:10]=[CH:9]2)(=[O:3])[NH2:2]. (2) Given the reactants [Cl:1][CH2:2][CH2:3][CH2:4][CH2:5][C:6]1([CH2:16][CH:17](C)C)[C:14]2[C:9](=[CH:10][CH:11]=[CH:12][CH:13]=2)[NH:8][C:7]1=[O:15].[S:20]1[C:28]2[CH2:27][CH2:26][NH:25][CH2:24][C:23]=2[CH:22]=[CH:21]1, predict the reaction product. The product is: [ClH:1].[S:20]1[C:28]2[CH2:27][CH2:26][N:25]([CH2:2][CH2:3][CH2:4][CH2:5][C:6]3([CH2:16][CH3:17])[C:14]4[C:9](=[CH:10][CH:11]=[CH:12][CH:13]=4)[NH:8][C:7]3=[O:15])[CH2:24][C:23]=2[CH:22]=[CH:21]1. (3) Given the reactants [CH3:1][O:2][C:3]1[CH:4]=[C:5]([CH2:11][CH2:12][NH2:13])[CH:6]=[CH:7][C:8]=1[O:9][CH3:10].C(N(CC)CC)C.[C:21](O)(=[O:24])[CH2:22][CH3:23].CCCP1(OP(CCC)(=O)OP(CCC)(=O)O1)=O, predict the reaction product. The product is: [CH3:1][O:2][C:3]1[CH:4]=[C:5]([CH:6]=[CH:7][C:8]=1[O:9][CH3:10])[CH2:11][CH2:12][NH:13][C:21](=[O:24])[CH2:22][CH3:23]. (4) Given the reactants [CH3:1][CH:2]([CH3:44])[CH:3]([NH:39][C:40](=[O:43])[O:41][CH3:42])[C:4](=[O:38])[N:5]1[CH2:9][CH2:8][CH2:7][C@H:6]1[C:10]1[NH:11][C:12]([C:15]2[CH:24]=[C:23]3[C:18]([C:19]4[CH:28]=[CH:27][C:26](B5OC(C)(C)C(C)(C)O5)=[CH:25][C:20]=4[CH2:21][O:22]3)=[CH:17][CH:16]=2)=[CH:13][N:14]=1.Br[C:46]1[CH:47]=[CH:48][C:49]2[N:53]=[C:52]([C@@H:54]3[C@@H:59]4[CH2:60][C@@H:56]([CH2:57][CH2:58]4)[N:55]3[C:61]([O:63][C:64]([CH3:67])([CH3:66])[CH3:65])=[O:62])[NH:51][C:50]=2[CH:68]=1.C(=O)([O-])[O-].[K+].[K+], predict the reaction product. The product is: [C:64]([O:63][C:61]([N:55]1[CH:54]([C:52]2[NH:53][C:49]3[CH:48]=[C:47]([C:26]4[CH:27]=[CH:28][C:19]5[C:18]6[C:23](=[CH:24][C:15]([C:12]7[NH:11][C:10]([C@@H:6]8[CH2:7][CH2:8][CH2:9][N:5]8[C:4](=[O:38])[C@@H:3]([NH:39][C:40]([O:41][CH3:42])=[O:43])[CH:2]([CH3:1])[CH3:44])=[N:14][CH:13]=7)=[CH:16][CH:17]=6)[O:22][CH2:21][C:20]=5[CH:25]=4)[CH:46]=[CH:68][C:50]=3[N:51]=2)[C@@H:59]2[CH2:60][CH:56]1[CH2:57][CH2:58]2)=[O:62])([CH3:67])([CH3:65])[CH3:66].[CH3:42][O:41][C:40]([NH:39][C@@H:3]([CH:2]([CH3:44])[CH3:1])[C:4]([N:5]1[CH2:9][CH2:8][CH2:7][C@H:6]1[C:10]1[NH:11][C:12]([C:15]2[CH:24]=[C:23]3[C:18]([C:19]4[CH:28]=[CH:27][C:26]([C:47]5[CH:46]=[CH:68][C:50]6[N:51]=[C:52]([CH:54]7[CH:59]8[CH2:60][CH:56]([CH2:57][CH2:58]8)[N:55]7[C:61]([O:63][C:64]([CH3:66])([CH3:65])[CH3:67])=[O:62])[NH:53][C:49]=6[CH:48]=5)=[CH:25][C:20]=4[CH2:21][O:22]3)=[CH:17][CH:16]=2)=[CH:13][N:14]=1)=[O:38])=[O:43]. (5) Given the reactants [CH2:1]1[C:9]2[CH:8]=[CH:7][CH:6]=[C:5]([CH:10]=O)[C:4]=2[CH2:3][CH2:2]1.[NH2:12][C:13]1[CH:17]=[CH:16][NH:15][N:14]=1.O=[C:19]([CH2:26][CH2:27][CH3:28])[CH2:20][C:21]([O:23][CH2:24][CH3:25])=[O:22], predict the reaction product. The product is: [CH2:1]1[C:9]2[C:4](=[C:5]([CH:10]3[C:20]([C:21]([O:23][CH2:24][CH3:25])=[O:22])=[C:19]([CH2:26][CH2:27][CH3:28])[NH:12][C:13]4=[N:14][NH:15][CH:16]=[C:17]34)[CH:6]=[CH:7][CH:8]=2)[CH2:3][CH2:2]1. (6) The product is: [CH3:3][C:4]1([CH3:21])[O:8][C@@H:7]([CH2:9][O:10][C:11]2[CH:12]=[C:13]([CH:18]=[CH:19][CH:20]=2)[C:14]([OH:16])=[O:15])[CH2:6][O:5]1. Given the reactants [Li+].[OH-].[CH3:3][C:4]1([CH3:21])[O:8][C@@H:7]([CH2:9][O:10][C:11]2[CH:12]=[C:13]([CH:18]=[CH:19][CH:20]=2)[C:14]([O:16]C)=[O:15])[CH2:6][O:5]1, predict the reaction product. (7) Given the reactants C([N:8](CC1C=CC=CC=1)[C@H:9]1[CH2:14][CH2:13][C@@H:12]([N:15]2[CH2:20][CH2:19][N:18]([CH3:21])[CH2:17][CH2:16]2)[CH2:11][CH2:10]1)C1C=CC=CC=1, predict the reaction product. The product is: [CH3:21][N:18]1[CH2:17][CH2:16][N:15]([C@H:12]2[CH2:13][CH2:14][C@H:9]([NH2:8])[CH2:10][CH2:11]2)[CH2:20][CH2:19]1.